Predict the reactants needed to synthesize the given product. From a dataset of Full USPTO retrosynthesis dataset with 1.9M reactions from patents (1976-2016). (1) Given the product [C:12]([O:15][C:16](=[O:17])[NH:10][C:2]1[N:1]=[C:5]2[CH:6]=[N:7][CH:8]=[CH:9][N:4]2[N:3]=1)([CH3:14])([CH3:13])[CH3:11], predict the reactants needed to synthesize it. The reactants are: [N:1]1[C:2]([NH2:10])=[N:3][N:4]2[CH:9]=[CH:8][N:7]=[CH:6][C:5]=12.[CH3:11][C:12]([O:15][C:16](O[C:16]([O:15][C:12]([CH3:14])([CH3:13])[CH3:11])=[O:17])=[O:17])([CH3:14])[CH3:13].[Li+].C[Si]([N-][Si](C)(C)C)(C)C. (2) Given the product [CH2:1]([O:3][C:4]([C:6]1[C:7]([OH:23])=[C:8]2[C:14]([Br:15])=[C:13]([Br:16])[N:12]([C:17]3[CH:18]=[CH:19][CH:20]=[CH:21][CH:22]=3)[C:9]2=[C:10]([Br:31])[N:11]=1)=[O:5])[CH3:2], predict the reactants needed to synthesize it. The reactants are: [CH2:1]([O:3][C:4]([C:6]1[C:7]([OH:23])=[C:8]2[C:14]([Br:15])=[C:13]([Br:16])[N:12]([C:17]3[CH:22]=[CH:21][CH:20]=[CH:19][CH:18]=3)[C:9]2=[CH:10][N:11]=1)=[O:5])[CH3:2].C1C(=O)N([Br:31])C(=O)C1.C(OOC(C1C=CC=CC=1)=O)(C1C=CC=CC=1)=O.